Dataset: Catalyst prediction with 721,799 reactions and 888 catalyst types from USPTO. Task: Predict which catalyst facilitates the given reaction. (1) Reactant: Cl[CH2:2][C:3]([N:5]1[CH2:10][CH2:9][N:8]([C:11]2[CH:16]=[CH:15][C:14]([Cl:17])=[C:13]([O:18][CH3:19])[CH:12]=2)[CH2:7][CH2:6]1)=[O:4].[Cl:20][C:21]1[CH:30]=[CH:29][C:24]2[NH:25][C:26](=[O:28])[NH:27][C:23]=2[CH:22]=1.C([O-])([O-])=O.[K+].[K+]. Product: [Cl:20][C:21]1[CH:30]=[CH:29][C:24]2[N:25]([CH2:2][C:3]([N:5]3[CH2:10][CH2:9][N:8]([C:11]4[CH:16]=[CH:15][C:14]([Cl:17])=[C:13]([O:18][CH3:19])[CH:12]=4)[CH2:7][CH2:6]3)=[O:4])[C:26](=[O:28])[NH:27][C:23]=2[CH:22]=1.[Cl:20][C:21]1[CH:30]=[CH:29][C:24]2[NH:25][C:26](=[O:28])[N:27]([CH2:2][C:3]([N:5]3[CH2:10][CH2:9][N:8]([C:11]4[CH:16]=[CH:15][C:14]([Cl:17])=[C:13]([O:18][CH3:19])[CH:12]=4)[CH2:7][CH2:6]3)=[O:4])[C:23]=2[CH:22]=1. The catalyst class is: 37. (2) Reactant: [NH2:1][C:2]1[N:12]=[C:11]2[C:5]([N:6]([CH3:19])[C:7](=[O:18])[CH2:8][CH2:9][N:10]2[CH:13]2[CH2:17][CH2:16][CH2:15][CH2:14]2)=[CH:4][N:3]=1.N[C:21]1[CH:29]=[CH:28][C:24]([C:25]([OH:27])=[O:26])=[CH:23][C:22]=1[O:30][CH2:31][CH3:32].O.Cl. Product: [CH:13]1([N:10]2[CH2:9][CH2:8][C:7](=[O:18])[N:6]([CH3:19])[C:5]3[C:11]2=[N:12][C:2]([NH:1][C:21]2[CH:29]=[CH:28][C:24]([C:25]([OH:27])=[O:26])=[CH:23][C:22]=2[O:30][CH2:31][CH3:32])=[N:3][CH:4]=3)[CH2:17][CH2:16][CH2:15][CH2:14]1. The catalyst class is: 8. (3) Reactant: B(F)(F)F.CCOCC.[C:10]([CH2:12][C:13]1([N:34]2[CH:38]=[C:37]([C:39]3[C:40]4[CH:47]=[CH:46][N:45](COCC[Si](C)(C)C)[C:41]=4[N:42]=[CH:43][N:44]=3)[CH:36]=[N:35]2)[CH2:16][N:15]([C:17]2[C:31]([F:32])=[CH:30][C:20]([C:21]([NH:23][C@@H:24]([CH3:29])[C:25]([F:28])([F:27])[F:26])=[O:22])=[C:19]([F:33])[CH:18]=2)[CH2:14]1)#[N:11].O.[OH-].[NH4+]. Product: [C:10]([CH2:12][C:13]1([N:34]2[CH:38]=[C:37]([C:39]3[C:40]4[CH:47]=[CH:46][NH:45][C:41]=4[N:42]=[CH:43][N:44]=3)[CH:36]=[N:35]2)[CH2:16][N:15]([C:17]2[C:31]([F:32])=[CH:30][C:20]([C:21]([NH:23][C@@H:24]([CH3:29])[C:25]([F:27])([F:28])[F:26])=[O:22])=[C:19]([F:33])[CH:18]=2)[CH2:14]1)#[N:11]. The catalyst class is: 10. (4) The catalyst class is: 61. Product: [NH2:1][C:2]1[CH:10]=[C:9]([N+:11]([O-:13])=[O:12])[CH:8]=[CH:7][C:3]=1[C:4]([NH2:24])=[O:5]. Reactant: [NH2:1][C:2]1[CH:10]=[C:9]([N+:11]([O-:13])=[O:12])[CH:8]=[CH:7][C:3]=1[C:4](O)=[O:5].C(Cl)CCl.C1C=CC2N(O)N=[N:24]C=2C=1.CCN(C(C)C)C(C)C.N. (5) Reactant: [Si:1]([O:18][CH:19]1[CH2:22][N:21]([C:23]2[S:24][CH:25]=[C:26]([C:28]([O:30]CC)=O)[N:27]=2)[CH2:20]1)([C:14]([CH3:17])([CH3:16])[CH3:15])([C:8]1[CH:13]=[CH:12][CH:11]=[CH:10][CH:9]=1)[C:2]1[CH:7]=[CH:6][CH:5]=[CH:4][CH:3]=1.[NH:33]1[CH2:37][CH2:36][CH2:35][CH2:34]1.C[Al](C)C.C(O)(=O)C.C(OCC)(=O)C. The catalyst class is: 48. Product: [Si:1]([O:18][CH:19]1[CH2:20][N:21]([C:23]2[S:24][CH:25]=[C:26]([C:28]([N:33]3[CH2:37][CH2:36][CH2:35][CH2:34]3)=[O:30])[N:27]=2)[CH2:22]1)([C:14]([CH3:17])([CH3:15])[CH3:16])([C:8]1[CH:13]=[CH:12][CH:11]=[CH:10][CH:9]=1)[C:2]1[CH:7]=[CH:6][CH:5]=[CH:4][CH:3]=1. (6) Reactant: [C:1]([O:9][C:10]1[C:15](=[O:16])[N:14]([CH3:17])[C:13]([CH:18]2[CH2:26][C:25]3[C:20](=[CH:21][CH:22]=[CH:23][CH:24]=3)[N:19]2C(OCC2C=CC=CC=2)=O)=[N:12][C:11]=1[C:37]([O:39][CH3:40])=[O:38])(=[O:8])[C:2]1[CH:7]=[CH:6][CH:5]=[CH:4][CH:3]=1. Product: [NH:19]1[C:20]2[C:25](=[CH:24][CH:23]=[CH:22][CH:21]=2)[CH2:26][CH:18]1[C:13]1[N:14]([CH3:17])[C:15](=[O:16])[C:10]([O:9][C:1](=[O:8])[C:2]2[CH:3]=[CH:4][CH:5]=[CH:6][CH:7]=2)=[C:11]([C:37]([O:39][CH3:40])=[O:38])[N:12]=1. The catalyst class is: 99. (7) Reactant: [H-].[Na+].[F:3][C:4]([F:11])([F:10])[C:5]1([OH:9])[CH2:8][O:7][CH2:6]1.[C:12](=O)([O:20]C1C=CC=CN=1)[O:13][C:14]1[CH:19]=[CH:18][CH:17]=[CH:16][N:15]=1. Product: [C:12](=[O:20])([O:9][C:5]1([C:4]([F:11])([F:10])[F:3])[CH2:8][O:7][CH2:6]1)[O:13][C:14]1[CH:19]=[CH:18][CH:17]=[CH:16][N:15]=1. The catalyst class is: 49.